Dataset: Forward reaction prediction with 1.9M reactions from USPTO patents (1976-2016). Task: Predict the product of the given reaction. (1) The product is: [CH2:1]([C@:4]1([CH2:47][CH2:48][O:49][CH2:50][C:51]2[CH:56]=[CH:55][C:54]([O:57][CH3:58])=[CH:53][CH:52]=2)[CH2:9][C@H:8]([C:10]2[CH:15]=[CH:14][CH:13]=[C:12]([Cl:16])[CH:11]=2)[C@@H:7]([C:17]2[CH:22]=[CH:21][C:20]([Cl:23])=[CH:19][CH:18]=2)[N:6]([C@@H:24]([CH2:44][CH3:45])[CH2:25][OH:26])[C:5]1=[O:46])[CH:2]=[CH2:3]. Given the reactants [CH2:1]([C@:4]1([CH2:47][CH2:48][O:49][CH2:50][C:51]2[CH:56]=[CH:55][C:54]([O:57][CH3:58])=[CH:53][CH:52]=2)[CH2:9][C@H:8]([C:10]2[CH:15]=[CH:14][CH:13]=[C:12]([Cl:16])[CH:11]=2)[C@@H:7]([C:17]2[CH:22]=[CH:21][C:20]([Cl:23])=[CH:19][CH:18]=2)[N:6]([C@@H:24]([CH2:44][CH3:45])[CH2:25][O:26][Si](C(C)(C)C)(C2C=CC=CC=2)C2C=CC=CC=2)[C:5]1=[O:46])[CH:2]=[CH2:3].C([C@@]1(CCOCC2C=CC(OC)=CC=2)C[C@H](C2C=CC=C(Cl)C=2)[C@@H](C2C=CC(Cl)=CC=2)N([C@@H](CC)CO[Si](C(C)(C)C)(C2C=CC=CC=2)C2C=CC=CC=2)C1=O)C=C.CCCC[N+](CCCC)(CCCC)CCCC.[F-], predict the reaction product. (2) Given the reactants [Cl:1][C:2]1[CH:3]=[C:4]([NH:9][C:10]([N:12]2[C@@H:17]([CH3:18])[CH2:16][N:15]3[N:19]=[CH:20][C:21]([N:22]4[C:36](=[O:37])[CH2:35][C:24]5([CH2:27][N:26](C(OC(C)(C)C)=O)[CH2:25]5)[CH2:23]4)=[C:14]3[CH2:13]2)=[O:11])[CH:5]=[CH:6][C:7]=1[F:8], predict the reaction product. The product is: [Cl:1][C:2]1[CH:3]=[C:4]([NH:9][C:10]([N:12]2[C@@H:17]([CH3:18])[CH2:16][N:15]3[N:19]=[CH:20][C:21]([N:22]4[C:36](=[O:37])[CH2:35][C:24]5([CH2:25][NH:26][CH2:27]5)[CH2:23]4)=[C:14]3[CH2:13]2)=[O:11])[CH:5]=[CH:6][C:7]=1[F:8]. (3) Given the reactants C(C(O)(CCC)C#CC(=O)C)(C)(C)C.CS(OS(C)(=O)=O)(=O)=O.[C:24]([C:28](O)([CH2:34][CH:35]([CH3:38])[CH2:36][CH3:37])[C:29]#[C:30][C:31](=[O:33])[CH3:32])([CH3:27])([CH3:26])[CH3:25].C(N(CC)CC)C.Cl, predict the reaction product. The product is: [C:24](/[C:28](=[CH:34]/[CH:35]([CH3:38])[CH2:36][CH3:37])/[C:29]#[C:30][C:31](=[O:33])[CH3:32])([CH3:27])([CH3:26])[CH3:25]. (4) Given the reactants [CH:1](=[O:5])/C=C/C.[CH2:6]([N:10]([C:23]1[CH:28]=[CH:27][CH:26]=[CH:25][CH:24]=1)[C:11](=[O:22])[C:12]1[CH:17]=[CH:16][C:15]([O:18][CH3:19])=[C:14]([O:20][CH3:21])[CH:13]=1)[CH2:7][CH:8]=[CH2:9], predict the reaction product. The product is: [CH3:21][O:20][C:14]1[CH:13]=[C:12]([CH:17]=[CH:16][C:15]=1[O:18][CH3:19])[C:11]([N:10]([CH2:6][CH2:7]/[CH:8]=[CH:9]/[CH:1]=[O:5])[C:23]1[CH:24]=[CH:25][CH:26]=[CH:27][CH:28]=1)=[O:22].